From a dataset of Reaction yield outcomes from USPTO patents with 853,638 reactions. Predict the reaction yield, written as a fraction of the theoretical maximum amount of product (1.0 means a 100% yield; for example, 0.34 means a 34% yield). (1) The reactants are [CH3:1][O-:2].[Na+].Cl[C:5]1[C:10]([NH2:11])=[C:9](Cl)[N:8]=[C:7]([CH3:13])[N:6]=1.[CH3:14][OH:15]. No catalyst specified. The product is [CH3:1][O:2][C:5]1[C:10]([NH2:11])=[C:9]([O:15][CH3:14])[N:8]=[C:7]([CH3:13])[N:6]=1. The yield is 1.00. (2) The reactants are [C:1]1([CH2:7][CH:8]([P:18](=[O:21])([OH:20])[OH:19])[NH:9][S:10]([C:13]2[S:14][CH:15]=[CH:16][CH:17]=2)(=[O:12])=[O:11])[CH:6]=[CH:5][CH:4]=[CH:3][CH:2]=1.[Cl:22][C:23]1[C:28](O)=[CH:27][CH:26]=[CH:25][N:24]=1.ClC(Cl)(Cl)C#N. The catalyst is N1C=CC=CC=1. The product is [NH4+:9].[Cl:22][C:23]1[C:28]([O:21][P:18]([CH:8]([NH:9][S:10]([C:13]2[S:14][CH:15]=[CH:16][CH:17]=2)(=[O:11])=[O:12])[CH2:7][C:1]2[CH:6]=[CH:5][CH:4]=[CH:3][CH:2]=2)(=[O:19])[O-:20])=[CH:27][CH:26]=[CH:25][N:24]=1. The yield is 0.540.